This data is from Full USPTO retrosynthesis dataset with 1.9M reactions from patents (1976-2016). The task is: Predict the reactants needed to synthesize the given product. (1) Given the product [NH2:16][C:4]1[CH:3]=[C:2]([CH3:1])[CH:7]=[CH:6][C:5]=1[S:8][C:9]1[CH:10]=[C:11]([OH:15])[CH:12]=[CH:13][CH:14]=1, predict the reactants needed to synthesize it. The reactants are: [CH3:1][C:2]1[CH:7]=[CH:6][C:5]([S:8][C:9]2[CH:10]=[C:11]([OH:15])[CH:12]=[CH:13][CH:14]=2)=[C:4]([N+:16]([O-])=O)[CH:3]=1.Cl[Sn]Cl. (2) Given the product [C:1]([O:5][C:6]([N:8]1[CH2:13][CH2:12][C:11]2[N:14]([CH3:26])[C:15]([C:17]3[C:22]([C:23]#[C:24][C:29]4[CH:34]=[CH:33][CH:32]=[C:31]([CH2:35][C:36](=[O:37])[NH:38][C:39]5[CH:44]=[CH:43][C:42]([CH2:45][N:46]6[CH2:47][CH2:48][N:49]([CH2:52][CH2:53][CH3:54])[CH2:50][CH2:51]6)=[C:41]([C:55]([F:58])([F:56])[F:57])[CH:40]=5)[CH:30]=4)=[CH:21][N:20]=[C:19]([NH2:25])[N:18]=3)=[CH:16][C:10]=2[C:9]1=[O:27])=[O:7])([CH3:4])([CH3:3])[CH3:2], predict the reactants needed to synthesize it. The reactants are: [C:1]([O:5][C:6]([N:8]1[CH2:13][CH2:12][C:11]2[N:14]([CH3:26])[C:15]([C:17]3[C:22]([C:23]#[CH:24])=[CH:21][N:20]=[C:19]([NH2:25])[N:18]=3)=[CH:16][C:10]=2[C:9]1=[O:27])=[O:7])([CH3:4])([CH3:3])[CH3:2].I[C:29]1[CH:30]=[C:31]([CH2:35][C:36]([NH:38][C:39]2[CH:44]=[CH:43][C:42]([CH2:45][N:46]3[CH2:51][CH2:50][N:49]([CH2:52][CH2:53][CH3:54])[CH2:48][CH2:47]3)=[C:41]([C:55]([F:58])([F:57])[F:56])[CH:40]=2)=[O:37])[CH:32]=[CH:33][CH:34]=1.